Dataset: Retrosynthesis with 50K atom-mapped reactions and 10 reaction types from USPTO. Task: Predict the reactants needed to synthesize the given product. (1) Given the product Nc1nc(NC2CCN(C(=O)COc3ccccc3)CC2)c2nc(-c3ccc(F)cc3)ccc2n1, predict the reactants needed to synthesize it. The reactants are: Nc1nc(NC2CCNCC2)c2nc(-c3ccc(F)cc3)ccc2n1.O=C(Cl)COc1ccccc1. (2) Given the product CC(C)(C)OC(=O)Nc1cc(N2CCC2)c(C(F)(F)F)cc1NC(=O)CC(=O)c1ccnc(C#N)c1, predict the reactants needed to synthesize it. The reactants are: CC(C)(C)OC(=O)CC(=O)c1ccnc(C#N)c1.CC(C)(C)OC(=O)Nc1cc(N2CCC2)c(C(F)(F)F)cc1N. (3) Given the product CCCCc1ncc(CC(=O)NCC(=O)OC)n1Cc1ccccc1Cl, predict the reactants needed to synthesize it. The reactants are: CCCCc1ncc(CC(=O)O)n1Cc1ccccc1Cl.COC(=O)CN. (4) The reactants are: COC(=O)Cl.NCC1CN(c2ccc(-n3cnc(Cn4ccnc4)c3)c(F)c2)C(=O)O1. Given the product COC(=O)NCC1CN(c2ccc(-n3cnc(Cn4ccnc4)c3)c(F)c2)C(=O)O1, predict the reactants needed to synthesize it. (5) The reactants are: N#CCN(CCCNCc1ccc2c(c1)OCO2)c1nc(-n2ccnc2)ns1.[N-]=[N+]=[N-]. Given the product c1cn(-c2nsc(N(CCCNCc3ccc4c(c3)OCO4)Cc3nnn[nH]3)n2)cn1, predict the reactants needed to synthesize it. (6) Given the product CCOc1cc(CN2CCC(Nc3ccc(CC)cc3)CC2)ccc1OC, predict the reactants needed to synthesize it. The reactants are: CCOc1cc(CN2CCC(=O)CC2)ccc1OC.CCc1ccc(N)cc1. (7) Given the product Cc1ccc2c(c1)c1c(n2-c2ccccc2-c2ccc(C)nc2)CCN(C)C1, predict the reactants needed to synthesize it. The reactants are: Cc1ccc(B2OC(C)(C)C(C)(C)O2)cn1.Cc1ccc2c(c1)c1c(n2-c2ccccc2Br)CCN(C)C1. (8) Given the product O=C(O)C(F)(F)F, predict the reactants needed to synthesize it. The reactants are: CN1CCC(Oc2ccc(-c3n[nH]c4ccc(N)cc34)cc2)CC1.Cc1cc(C)c(N=C=O)c(Cl)c1. (9) Given the product C=CCOc1ccc(CNc2nc(Nc3ccc(C(=O)NCC(=O)NS(=O)(=O)CC=C)cc3)nc(OCC(F)(F)F)n2)cc1, predict the reactants needed to synthesize it. The reactants are: C=CCOc1ccc(CNc2nc(Nc3ccc(C(=O)NCC(=O)O)cc3)nc(OCC(F)(F)F)n2)cc1.C=CCS(N)(=O)=O. (10) The reactants are: BrC1CCCC1.COc1cc(C=O)ccc1O. Given the product COc1cc(C=O)ccc1OC1CCCC1, predict the reactants needed to synthesize it.